From a dataset of Peptide-MHC class II binding affinity with 134,281 pairs from IEDB. Regression. Given a peptide amino acid sequence and an MHC pseudo amino acid sequence, predict their binding affinity value. This is MHC class II binding data. (1) The peptide sequence is INGPTAAAIAYGLDR. The MHC is HLA-DQA10102-DQB10602 with pseudo-sequence HLA-DQA10102-DQB10602. The binding affinity (normalized) is 0.798. (2) The peptide sequence is AFLLLGLAGNSSPSA. The MHC is DRB5_0101 with pseudo-sequence DRB5_0101. The binding affinity (normalized) is 0.455. (3) The peptide sequence is EAMSQVTNSATIMMQR. The MHC is DRB1_1302 with pseudo-sequence DRB1_1302. The binding affinity (normalized) is 0.512. (4) The peptide sequence is YDKFLANVSTVLAGK. The MHC is DRB1_0101 with pseudo-sequence DRB1_0101. The binding affinity (normalized) is 0.953. (5) The peptide sequence is TFHVEKGSNPNYLAL. The MHC is HLA-DPA10201-DPB10101 with pseudo-sequence HLA-DPA10201-DPB10101. The binding affinity (normalized) is 0.192.